From a dataset of Full USPTO retrosynthesis dataset with 1.9M reactions from patents (1976-2016). Predict the reactants needed to synthesize the given product. Given the product [CH:2]([C@H:15]1[C@@H:20]([O:21][CH2:22][C:23]2[CH:24]=[CH:25][C:26]([C:29]([F:32])([F:30])[F:31])=[CH:27][CH:28]=2)[CH2:19][CH2:18][N:17]([C:40](=[O:41])[CH2:39][C:37]2[N:36]=[CH:35][NH:34][CH:38]=2)[CH2:16]1)([C:9]1[CH:10]=[CH:11][CH:12]=[CH:13][CH:14]=1)[C:3]1[CH:4]=[CH:5][CH:6]=[CH:7][CH:8]=1, predict the reactants needed to synthesize it. The reactants are: Cl.[CH:2]([C@H:15]1[C@@H:20]([O:21][CH2:22][C:23]2[CH:28]=[CH:27][C:26]([C:29]([F:32])([F:31])[F:30])=[CH:25][CH:24]=2)[CH2:19][CH2:18][NH:17][CH2:16]1)([C:9]1[CH:14]=[CH:13][CH:12]=[CH:11][CH:10]=1)[C:3]1[CH:8]=[CH:7][CH:6]=[CH:5][CH:4]=1.Cl.[NH:34]1[CH:38]=[C:37]([CH2:39][C:40](O)=[O:41])[N:36]=[CH:35]1.